From a dataset of Catalyst prediction with 721,799 reactions and 888 catalyst types from USPTO. Predict which catalyst facilitates the given reaction. (1) Reactant: CCN(C(C)C)C(C)C.[C:10]([C:14]1[N:22]=[C:21]2[C:17]([N:18]=[CH:19][N:20]2[CH2:23][C:24]2[C:29]([Cl:30])=[CH:28][CH:27]=[CH:26][N:25]=2)=[C:16](Cl)[N:15]=1)([CH3:13])([CH3:12])[CH3:11].[CH2:32]1[C:35]2([CH2:38][NH:37][CH2:36]2)[CH2:34][S:33]1.[OH2:39].[O:40]1CCOCC1. Product: [C:10]([C:14]1[N:22]=[C:21]2[C:17]([N:18]=[CH:19][N:20]2[CH2:23][C:24]2[C:29]([Cl:30])=[CH:28][CH:27]=[CH:26][N:25]=2)=[C:16]([N:37]2[CH2:38][C:35]3([CH2:34][S:33](=[O:40])(=[O:39])[CH2:32]3)[CH2:36]2)[N:15]=1)([CH3:13])([CH3:12])[CH3:11]. The catalyst class is: 80. (2) Reactant: [O:1]1[C:10]2[C:5](=[CH:6][C:7]([C:11]3[C:16]([CH:17]([CH2:22][CH2:23][CH3:24])[C:18]([O:20]C)=[O:19])=[C:15]([CH3:25])[N:14]=[C:13]([C:26]4[CH:31]=[CH:30][CH:29]=[CH:28][CH:27]=4)[N:12]=3)=[CH:8][CH:9]=2)[CH2:4][CH2:3][CH2:2]1.[OH-].[Na+]. Product: [O:1]1[C:10]2[C:5](=[CH:6][C:7]([C:11]3[C:16]([CH:17]([CH2:22][CH2:23][CH3:24])[C:18]([OH:20])=[O:19])=[C:15]([CH3:25])[N:14]=[C:13]([C:26]4[CH:27]=[CH:28][CH:29]=[CH:30][CH:31]=4)[N:12]=3)=[CH:8][CH:9]=2)[CH2:4][CH2:3][CH2:2]1. The catalyst class is: 5.